This data is from Catalyst prediction with 721,799 reactions and 888 catalyst types from USPTO. The task is: Predict which catalyst facilitates the given reaction. (1) Reactant: [CH2:1]([O:8][CH2:9][CH2:10][O:11][C:12]1[CH:20]=[C:19]2[C:15]([C:16]([NH2:21])=[N:17][NH:18]2)=[CH:14][CH:13]=1)[C:2]1[CH:7]=[CH:6][CH:5]=[CH:4][CH:3]=1.[Br:22][C:23]1[CH:31]=[CH:30][C:26]([C:27](Cl)=[O:28])=[CH:25][CH:24]=1. The catalyst class is: 17. Product: [CH2:1]([O:8][CH2:9][CH2:10][O:11][C:12]1[CH:20]=[C:19]2[C:15]([C:16]([NH:21][C:27](=[O:28])[C:26]3[CH:30]=[CH:31][C:23]([Br:22])=[CH:24][CH:25]=3)=[N:17][NH:18]2)=[CH:14][CH:13]=1)[C:2]1[CH:3]=[CH:4][CH:5]=[CH:6][CH:7]=1. (2) Reactant: [F:1][C:2]([F:11])([F:10])[C:3]1[CH:8]=[N:7][NH:6][C:5](=O)[CH:4]=1.O=P(Cl)(Cl)[Cl:14]. Product: [Cl:14][C:5]1[N:6]=[N:7][CH:8]=[C:3]([C:2]([F:11])([F:10])[F:1])[CH:4]=1. The catalyst class is: 12. (3) Reactant: [N:1]1([C:15]([O:17][C:18]([CH3:21])([CH3:20])[CH3:19])=[O:16])[C:5]2=[N:6][CH:7]=[CH:8][CH:9]=[C:4]2[CH2:3][CH:2]1[C:10]([O:12]CC)=[O:11].CO.[Li+:24].[OH-]. Product: [C:18]([O:17][C:15]([N:1]1[C:5]2=[N:6][CH:7]=[CH:8][CH:9]=[C:4]2[CH2:3][CH:2]1[C:10]([O-:12])=[O:11])=[O:16])([CH3:21])([CH3:19])[CH3:20].[Li+:24]. The catalyst class is: 1. (4) Reactant: [O:1]([C:8]1[CH:13]=[CH:12][C:11]([C:14]2[C:23]3[C:18](=[CH:19][CH:20]=[CH:21][CH:22]=3)[N:17]=[C:16]([C:24]([O:26]CC)=O)[N:15]=2)=[CH:10][CH:9]=1)[C:2]1[CH:7]=[CH:6][CH:5]=[CH:4][CH:3]=1.[NH3:29]. The catalyst class is: 6. Product: [O:1]([C:8]1[CH:13]=[CH:12][C:11]([C:14]2[C:23]3[C:18](=[CH:19][CH:20]=[CH:21][CH:22]=3)[N:17]=[C:16]([C:24]([NH2:29])=[O:26])[N:15]=2)=[CH:10][CH:9]=1)[C:2]1[CH:7]=[CH:6][CH:5]=[CH:4][CH:3]=1. (5) Reactant: [I:1][C:2]1[CH:7]=[C:6]([N+:8]([O-:10])=[O:9])[CH:5]=[CH:4][C:3]=1[CH2:11][OH:12].C(N(CC)C(C)C)(C)C.[CH3:22][S:23](Cl)(=[O:25])=[O:24]. Product: [CH3:22][S:23]([O:12][CH2:11][C:3]1[CH:4]=[CH:5][C:6]([N+:8]([O-:10])=[O:9])=[CH:7][C:2]=1[I:1])(=[O:25])=[O:24]. The catalyst class is: 2. (6) Reactant: [OH:1][C:2]1[CH:7]=[CH:6][C:5]([CH2:8][CH2:9][C:10]([O:12][CH3:13])=[O:11])=[CH:4][CH:3]=1.C(=O)([O-])[O-].[K+].[K+].Br[CH2:21][C:22]([O:24][C:25]([CH3:28])([CH3:27])[CH3:26])=[O:23]. Product: [CH3:26][CH2:25][O:24][C:22]([CH3:21])=[O:23].[CH3:2][CH2:3][CH2:4][CH:5]([CH3:8])[CH3:6].[CH3:13][O:12][C:10](=[O:11])[CH2:9][CH2:8][C:5]1[CH:4]=[CH:3][C:2]([O:1][CH2:21][C:22]([O:24][C:25]([CH3:28])([CH3:27])[CH3:26])=[O:23])=[CH:7][CH:6]=1. The catalyst class is: 3.